This data is from Catalyst prediction with 721,799 reactions and 888 catalyst types from USPTO. The task is: Predict which catalyst facilitates the given reaction. (1) Reactant: [Br:1][C:2]1[CH:3]=[CH:4][C:5]([O:10][CH3:11])=[C:6]([CH:9]=1)[CH2:7][OH:8].N1C=CN=C1.[Si:17](Cl)([C:20]([CH3:23])([CH3:22])[CH3:21])([CH3:19])[CH3:18].O. Product: [Br:1][C:2]1[CH:3]=[CH:4][C:5]([O:10][CH3:11])=[C:6]([CH:9]=1)[CH2:7][O:8][Si:17]([C:20]([CH3:23])([CH3:22])[CH3:21])([CH3:19])[CH3:18]. The catalyst class is: 9. (2) Reactant: [OH:1][NH:2][C:3](=[NH:22])[C:4]1[CH:21]=[CH:20][C:7]2[CH2:8][N:9]([C:13]([O:15][C:16]([CH3:19])([CH3:18])[CH3:17])=[O:14])[CH2:10][CH2:11][O:12][C:6]=2[CH:5]=1.[Cl:23][C:24]1[CH:25]=[C:26]([CH:30]=[CH:31][C:32]=1[O:33][CH:34]([CH3:36])[CH3:35])[C:27](O)=O.C(Cl)CCl.C1C=CC2N(O)N=NC=2C=1. Product: [Cl:23][C:24]1[CH:25]=[C:26]([C:27]2[O:1][N:2]=[C:3]([C:4]3[CH:21]=[CH:20][C:7]4[CH2:8][N:9]([C:13]([O:15][C:16]([CH3:17])([CH3:18])[CH3:19])=[O:14])[CH2:10][CH2:11][O:12][C:6]=4[CH:5]=3)[N:22]=2)[CH:30]=[CH:31][C:32]=1[O:33][CH:34]([CH3:35])[CH3:36]. The catalyst class is: 161.